Dataset: Retrosynthesis with 50K atom-mapped reactions and 10 reaction types from USPTO. Task: Predict the reactants needed to synthesize the given product. Given the product Nc1cccc2c1CNC2=O, predict the reactants needed to synthesize it. The reactants are: O=C1NCc2c1cccc2[N+](=O)[O-].